This data is from Forward reaction prediction with 1.9M reactions from USPTO patents (1976-2016). The task is: Predict the product of the given reaction. (1) Given the reactants [Cl:1][C:2]1[CH:7]=[C:6]([N+:8]([O-])=O)[CH:5]=[CH:4][C:3]=1[O:11][C:12]1[CH:17]=[CH:16][CH:15]=[C:14]([C:18]([F:24])([F:23])[C:19]([CH3:22])([CH3:21])[CH3:20])[CH:13]=1.[Cl-].[Ca+2].[Cl-].O, predict the reaction product. The product is: [Cl:1][C:2]1[CH:7]=[C:6]([CH:5]=[CH:4][C:3]=1[O:11][C:12]1[CH:17]=[CH:16][CH:15]=[C:14]([C:18]([F:23])([F:24])[C:19]([CH3:20])([CH3:22])[CH3:21])[CH:13]=1)[NH2:8]. (2) Given the reactants [F:1][C:2]1[CH:7]=[CH:6][CH:5]=[CH:4][C:3]=1[C:8]1[C:9]2[CH:21]=[CH:20][C:19](=[O:22])[N:18]([CH:23]([CH3:25])[CH3:24])[C:10]=2[N:11]=[C:12](S(C)(=O)=O)[N:13]=1.[NH2:26][CH:27]([CH2:30][OH:31])[CH2:28][OH:29], predict the reaction product. The product is: [F:1][C:2]1[CH:7]=[CH:6][CH:5]=[CH:4][C:3]=1[C:8]1[C:9]2[CH:21]=[CH:20][C:19](=[O:22])[N:18]([CH:23]([CH3:25])[CH3:24])[C:10]=2[N:11]=[C:12]([NH:26][CH:27]([CH2:30][OH:31])[CH2:28][OH:29])[N:13]=1. (3) Given the reactants [OH:1][C:2]1[CH:25]=[CH:24][C:5]2[C:6]([CH2:9][CH2:10][CH:11]3[CH2:16][CH2:15][N:14]([C:17]([O:19][C:20]([CH3:23])([CH3:22])[CH3:21])=[O:18])[CH2:13][CH2:12]3)=[N:7][O:8][C:4]=2[C:3]=1[CH2:26][OH:27].C(=O)([O-])[O-].[K+].[K+].[Cl:34][C:35]1[CH:36]=[C:37]([CH:40]=[CH:41][C:42]=1[Cl:43])[CH2:38]Cl.O, predict the reaction product. The product is: [Cl:34][C:35]1[CH:36]=[C:37]([CH:40]=[CH:41][C:42]=1[Cl:43])[CH2:38][O:1][C:2]1[CH:25]=[CH:24][C:5]2[C:6]([CH2:9][CH2:10][CH:11]3[CH2:16][CH2:15][N:14]([C:17]([O:19][C:20]([CH3:23])([CH3:22])[CH3:21])=[O:18])[CH2:13][CH2:12]3)=[N:7][O:8][C:4]=2[C:3]=1[CH2:26][OH:27]. (4) The product is: [CH3:19][C:9]1[CH:14]=[CH:13][C:12]([S:15]([O:7][CH2:6][CH2:5][O:4][CH2:3][CH:2]([F:8])[F:1])(=[O:17])=[O:16])=[CH:11][CH:10]=1. Given the reactants [F:1][CH:2]([F:8])[CH2:3][O:4][CH2:5][CH2:6][OH:7].[C:9]1([CH3:19])[CH:14]=[CH:13][C:12]([S:15](Cl)(=[O:17])=[O:16])=[CH:11][CH:10]=1, predict the reaction product. (5) Given the reactants [CH2:1]([S:5]([N:8]1[CH2:18][CH2:17][C:11]2([C:15](=[O:16])[NH:14][CH2:13][CH2:12]2)[CH2:10][CH2:9]1)(=[O:7])=[O:6])[CH:2]([CH3:4])[CH3:3].[F:19][C:20]([F:31])([F:30])[CH:21]([C:23]1[CH:28]=[CH:27][C:26](I)=[CH:25][CH:24]=1)[OH:22], predict the reaction product. The product is: [CH2:1]([S:5]([N:8]1[CH2:18][CH2:17][C:11]2([C:15](=[O:16])[N:14]([C:26]3[CH:27]=[CH:28][C:23]([CH:21]([OH:22])[C:20]([F:30])([F:31])[F:19])=[CH:24][CH:25]=3)[CH2:13][CH2:12]2)[CH2:10][CH2:9]1)(=[O:6])=[O:7])[CH:2]([CH3:4])[CH3:3]. (6) The product is: [ClH:22].[ClH:22].[CH3:18][C:16]1[S:17][C:13]2[CH:12]=[C:11]([CH2:10][CH2:9][CH2:8][NH2:7])[CH:20]=[CH:19][C:14]=2[N:15]=1. Given the reactants C(OC(=O)[NH:7][CH2:8][CH2:9][CH2:10][C:11]1[CH:20]=[CH:19][C:14]2[N:15]=[C:16]([CH3:18])[S:17][C:13]=2[CH:12]=1)(C)(C)C.[ClH:22], predict the reaction product.